This data is from Catalyst prediction with 721,799 reactions and 888 catalyst types from USPTO. The task is: Predict which catalyst facilitates the given reaction. (1) Reactant: [C:1]1([C:7]2([OH:17])[C@H:16]3[C@H:11]([CH2:12][CH2:13][CH2:14][CH2:15]3)[NH:10][CH2:9][CH2:8]2)[CH:6]=[CH:5][CH:4]=[CH:3][CH:2]=1.Cl[C:19]1[CH:24]=[C:23]([C:25]([F:28])([F:27])[F:26])[CH:22]=[CH:21][N:20]=1.CC(C)([O-])C.[K+].F[B-](F)(F)F.C(C1C=CC=C(CCC)C=1[N+]1CCN(C2C(CCC)=CC=CC=2CCC)C=1)CC. Product: [C:1]1([C:7]2([OH:17])[C@H:16]3[C@H:11]([CH2:12][CH2:13][CH2:14][CH2:15]3)[N:10]([C:19]3[CH:24]=[C:23]([C:25]([F:28])([F:27])[F:26])[CH:22]=[CH:21][N:20]=3)[CH2:9][CH2:8]2)[CH:2]=[CH:3][CH:4]=[CH:5][CH:6]=1. The catalyst class is: 62. (2) Product: [C:8]([OH:9])(=[O:12])[CH2:7][CH2:6][CH2:5][CH2:10][CH2:11][CH2:2][CH2:3][CH2:4][CH2:13][CH2:14][CH2:15][CH2:16][CH2:17][CH2:18][CH3:19].[OH:1][C:2]1[CH:11]=[C:10]2[C:5]([CH:6]=[CH:7][C:8](=[O:12])[O:9]2)=[CH:4][CH:3]=1. Reactant: [OH:1][C:2]1[CH:11]=[C:10]2[C:5]([CH:6]=[CH:7][C:8](=[O:12])[O:9]2)=[CH:4][CH:3]=1.[C:13](Cl)(=O)[CH2:14][CH2:15][CH2:16][CH2:17][CH2:18][CH2:19][CH2:13][CH2:14][CH2:15][CH2:16][CH2:17][CH2:18][CH2:19]CC. The catalyst class is: 17. (3) Reactant: [CH3:1][C:2]([CH3:20])([CH2:12][O:13][CH:14]1[CH2:19][CH2:18][CH2:17][CH2:16][O:15]1)[C:3](=[O:11])[CH2:4][C:5](=[O:10])[C:6]([O:8]C)=O.[Br:21][C:22]1[CH:28]=[CH:27][C:25]([NH2:26])=[CH:24][CH:23]=1.[CH3:29][O:30][C:31]1[CH:38]=[CH:37][CH:36]=[CH:35][C:32]=1[CH:33]=O.C(O)(=O)C. Product: [Br:21][C:22]1[CH:28]=[CH:27][C:25]([N:26]2[CH:33]([C:32]3[CH:35]=[CH:36][CH:37]=[CH:38][C:31]=3[O:30][CH3:29])[C:4]([C:3](=[O:11])[C:2]([CH3:1])([CH3:20])[CH2:12][O:13][CH:14]3[CH2:19][CH2:18][CH2:17][CH2:16][O:15]3)=[C:5]([OH:10])[C:6]2=[O:8])=[CH:24][CH:23]=1. The catalyst class is: 12. (4) Reactant: C([O:8][C:9]1[CH:14]=[C:13]([CH2:15][CH2:16][OH:17])[CH:12]=[CH:11][C:10]=1[C:18]1[N:22]([C:23]2[CH:24]=[C:25]3[C:29](=[CH:30][CH:31]=2)[N:28]([CH3:32])[CH:27]=[CH:26]3)[C:21](=[O:33])[NH:20][N:19]=1)C1C=CC=CC=1. Product: [OH:8][C:9]1[CH:14]=[C:13]([CH2:15][CH2:16][OH:17])[CH:12]=[CH:11][C:10]=1[C:18]1[N:22]([C:23]2[CH:24]=[C:25]3[C:29](=[CH:30][CH:31]=2)[N:28]([CH3:32])[CH:27]=[CH:26]3)[C:21](=[O:33])[NH:20][N:19]=1. The catalyst class is: 99. (5) Reactant: [C:1]([C:4]1[C:12]2[N:11]=[C:10]([C:13]3[CH:18]=[CH:17][C:16]([CH:19]4[CH2:24][CH2:23][CH2:22][N:21](C(OCC5C=CC=CC=5)=O)[CH2:20]4)=[CH:15][C:14]=3[F:35])[NH:9][C:8]=2[CH:7]=[C:6]([F:36])[CH:5]=1)(=[O:3])[NH2:2]. Product: [F:36][C:6]1[CH:5]=[C:4]([C:1]([NH2:2])=[O:3])[C:12]2[N:11]=[C:10]([C:13]3[CH:18]=[CH:17][C:16]([CH:19]4[CH2:24][CH2:23][CH2:22][NH:21][CH2:20]4)=[CH:15][C:14]=3[F:35])[NH:9][C:8]=2[CH:7]=1. The catalyst class is: 67.